Predict the reactants needed to synthesize the given product. From a dataset of Full USPTO retrosynthesis dataset with 1.9M reactions from patents (1976-2016). Given the product [NH2:8][CH2:9][C:10]([NH:12][C:13]1[CH:14]=[CH:15][C:16]([OH:23])=[C:17]([CH:22]=1)[C:18]([O:20][CH3:21])=[O:19])=[O:11], predict the reactants needed to synthesize it. The reactants are: C(OC([NH:8][CH2:9][C:10]([NH:12][C:13]1[CH:14]=[CH:15][C:16]([OH:23])=[C:17]([CH:22]=1)[C:18]([O:20][CH3:21])=[O:19])=[O:11])=O)(C)(C)C.